This data is from Reaction yield outcomes from USPTO patents with 853,638 reactions. The task is: Predict the reaction yield, written as a fraction of the theoretical maximum amount of product (1.0 means a 100% yield; for example, 0.34 means a 34% yield). (1) The reactants are B(Br)(Br)Br.C[O:6][C:7]1[CH:12]=[CH:11][C:10]([O:13][C:14]2[CH:19]=[CH:18][C:17]([Cl:20])=[CH:16][CH:15]=2)=[CH:9][CH:8]=1. The catalyst is ClCCl. The product is [Cl:20][C:17]1[CH:18]=[CH:19][C:14]([O:13][C:10]2[CH:11]=[CH:12][C:7]([OH:6])=[CH:8][CH:9]=2)=[CH:15][CH:16]=1. The yield is 0.520. (2) The reactants are [F:1][C:2]([F:7])([F:6])[C:3]([OH:5])=[O:4].[NH2:8][C:9]1[C:14]([CH2:15][N:16]2[C:21]([CH3:22])=[CH:20][C:19]([O:23][CH2:24][C:25]3[CH:30]=[CH:29][C:28]([F:31])=[CH:27][C:26]=3[F:32])=[C:18]([Cl:33])[C:17]2=[O:34])=[CH:13][N:12]=[C:11]([CH3:35])[N:10]=1.C(N(CC)CC)C.C([O:46][CH2:47][C:48](Cl)=[O:49])(=O)C. The catalyst is CN(C=O)C.CN(C1C=CN=CC=1)C. The product is [F:1][C:2]([F:7])([F:6])[C:3]([OH:5])=[O:4].[Cl:33][C:18]1[C:17](=[O:34])[N:16]([CH2:15][C:14]2[C:9]([NH:8][C:47](=[O:46])[CH2:48][OH:49])=[N:10][C:11]([CH3:35])=[N:12][CH:13]=2)[C:21]([CH3:22])=[CH:20][C:19]=1[O:23][CH2:24][C:25]1[CH:30]=[CH:29][C:28]([F:31])=[CH:27][C:26]=1[F:32]. The yield is 0.0900. (3) The reactants are [CH:1]1([NH:4][C:5]2[N:10]3[N:11]=[CH:12][C:13]([CH:14]=O)=[C:9]3[N:8]=[C:7]([NH:16][C:17]3[CH:24]=[CH:23][C:20]([C:21]#[N:22])=[CH:19][CH:18]=3)[CH:6]=2)[CH2:3][CH2:2]1.[CH3:25][N:26]1[C:30](=[O:31])[CH2:29][NH:28][C:27]1=[O:32].N1CCCCC1. The catalyst is CCO.O. The product is [CH:1]1([NH:4][C:5]2[N:10]3[N:11]=[CH:12][C:13](/[CH:14]=[C:29]4\[NH:28][C:27](=[O:32])[N:26]([CH3:25])[C:30]\4=[O:31])=[C:9]3[N:8]=[C:7]([NH:16][C:17]3[CH:24]=[CH:23][C:20]([C:21]#[N:22])=[CH:19][CH:18]=3)[CH:6]=2)[CH2:2][CH2:3]1. The yield is 0.680. (4) The reactants are Cl[C:2]1[N:7]=[C:6]([O:8][C:9]2[CH:10]=[N:11][CH:12]=[CH:13][CH:14]=2)[N:5]=[C:4]([N:15]2[CH2:20][CH2:19][O:18][CH2:17][CH2:16]2)[CH:3]=1.[NH2:21][NH2:22]. The catalyst is C1COCC1. The product is [N:15]1([C:4]2[N:5]=[C:6]([O:8][C:9]3[CH:10]=[N:11][CH:12]=[CH:13][CH:14]=3)[N:7]=[C:2]([NH:21][NH2:22])[CH:3]=2)[CH2:20][CH2:19][O:18][CH2:17][CH2:16]1. The yield is 0.620. (5) The reactants are [CH:1]1([N:4]2[C:8]3[C:9]([O:31][C@@H:32]([C@@H:34]4[CH2:38][C:37](=[O:39])[NH:36][CH2:35]4)[CH3:33])=[CH:10][C:11]([C:13]4[CH:22]=[C:21]5[C:16]([N:17]([CH3:30])[CH2:18][CH2:19][N:20]5C(OC(C)(C)C)=O)=[CH:15][CH:14]=4)=[CH:12][C:7]=3[N:6]=[CH:5]2)[CH2:3][CH2:2]1.C(O)(C(F)(F)F)=O. The catalyst is C(Cl)Cl. The product is [CH:1]1([N:4]2[C:8]3[C:9]([O:31][C@@H:32]([C@H:34]4[CH2:35][NH:36][C:37](=[O:39])[CH2:38]4)[CH3:33])=[CH:10][C:11]([C:13]4[CH:22]=[C:21]5[C:16](=[CH:15][CH:14]=4)[N:17]([CH3:30])[CH2:18][CH2:19][NH:20]5)=[CH:12][C:7]=3[N:6]=[CH:5]2)[CH2:3][CH2:2]1. The yield is 0.733. (6) The reactants are [Br:1][C:2]1[CH:3]=[CH:4][C:5]2[C:11](=[O:12])[CH2:10][CH2:9][CH2:8][CH2:7][C:6]=2[CH:13]=1.[N:14](OCCC(C)C)=[O:15]. The catalyst is CCOCC.O1CCCC1.Cl.CCOCC. The product is [Br:1][C:2]1[CH:3]=[CH:4][C:5]2[C:11](=[O:12])/[C:10](=[N:14]/[OH:15])/[CH2:9][CH2:8][CH2:7][C:6]=2[CH:13]=1. The yield is 0.640. (7) The reactants are [CH3:1][Al](C)C.[N].[Br:6][C:7]1[CH:8]=[C:9]([N:13]2[C:21]3[CH2:20][CH2:19][CH2:18][C:17](=[O:22])[C:16]=3[C:15]([C:23]([O:25][CH2:26][CH3:27])=[O:24])=[N:14]2)[CH:10]=[CH:11][CH:12]=1. The catalyst is ClCCl. The product is [Br:6][C:7]1[CH:8]=[C:9]([N:13]2[C:21]3[CH2:20][CH2:19][CH2:18][C:17]([OH:22])([CH3:1])[C:16]=3[C:15]([C:23]([O:25][CH2:26][CH3:27])=[O:24])=[N:14]2)[CH:10]=[CH:11][CH:12]=1. The yield is 0.710.